From a dataset of Forward reaction prediction with 1.9M reactions from USPTO patents (1976-2016). Predict the product of the given reaction. (1) The product is: [Br:12][C:13]1[CH:18]=[CH:17][N:16]=[C:15]2[N:19]([S:7]([C:2]3[CH:1]=[CH:6][C:5]([CH3:24])=[CH:4][CH:3]=3)(=[O:8])=[O:9])[CH:20]=[CH:21][C:14]=12. Given the reactants [C:1]1(C)[C:2]([S:7](Cl)(=[O:9])=[O:8])=[CH:3][CH:4]=[CH:5][CH:6]=1.[Br:12][C:13]1[CH:18]=[CH:17][N:16]=[C:15]2[NH:19][CH:20]=[CH:21][C:14]=12.[OH-].[Na+].[CH2:24](Cl)Cl, predict the reaction product. (2) Given the reactants [C:1]([C:3]1[CH:8]=[CH:7][C:6]([C:9]2[CH2:10][CH2:11][N:12]([C:16]([O:18][C:19]([CH3:22])([CH3:21])[CH3:20])=[O:17])[CH2:13][CH2:14][CH:15]=2)=[CH:5][CH:4]=1)#[N:2].C(C1C=CC(C2CCCN(C(OC(C)(C)C)=O)CC=2)=CC=1)#N, predict the reaction product. The product is: [C:1]([C:3]1[CH:4]=[CH:5][C:6]([CH:9]2[CH2:15][CH2:14][CH2:13][N:12]([C:16]([O:18][C:19]([CH3:22])([CH3:21])[CH3:20])=[O:17])[CH2:11][CH2:10]2)=[CH:7][CH:8]=1)#[N:2]. (3) The product is: [C:1]([NH:5][C:6]([C:8]1[C:16]2[C:11](=[N:12][CH:13]=[C:14]([C:17]3[C:25]4[C:20](=[CH:21][CH:22]=[C:23]([O:26][CH:27]([F:28])[F:29])[CH:24]=4)[N:19]([CH2:39][CH2:40][C:41]([N:43]([CH3:45])[CH3:44])=[O:42])[N:18]=3)[N:15]=2)[N:10]([CH2:30][O:31][CH2:32][CH2:33][Si:34]([CH3:37])([CH3:36])[CH3:35])[CH:9]=1)=[O:7])([CH3:4])([CH3:3])[CH3:2]. Given the reactants [C:1]([NH:5][C:6]([C:8]1[C:16]2[C:11](=[N:12][CH:13]=[C:14]([C:17]3[C:25]4[C:20](=[CH:21][CH:22]=[C:23]([O:26][CH:27]([F:29])[F:28])[CH:24]=4)[NH:19][N:18]=3)[N:15]=2)[N:10]([CH2:30][O:31][CH2:32][CH2:33][Si:34]([CH3:37])([CH3:36])[CH3:35])[CH:9]=1)=[O:7])([CH3:4])([CH3:3])[CH3:2].Cl[CH2:39][CH2:40][C:41]([N:43]([CH3:45])[CH3:44])=[O:42].C(=O)([O-])[O-].[Cs+].[Cs+], predict the reaction product.